From a dataset of Full USPTO retrosynthesis dataset with 1.9M reactions from patents (1976-2016). Predict the reactants needed to synthesize the given product. (1) Given the product [CH3:8][C:6]1([CH3:7])[C:2]([CH3:16])([CH3:1])[O:3][B:4]([C:9]2[CH:14]=[CH:13][C:12]([O:15][CH2:25][CH2:24][O:23][CH:20]3[CH2:21][CH2:22][O:17][CH2:18][CH2:19]3)=[CH:11][CH:10]=2)[O:5]1, predict the reactants needed to synthesize it. The reactants are: [CH3:1][C:2]1([CH3:16])[C:6]([CH3:8])([CH3:7])[O:5][B:4]([C:9]2[CH:14]=[CH:13][C:12]([OH:15])=[CH:11][CH:10]=2)[O:3]1.[O:17]1[CH2:22][CH2:21][CH:20]([O:23][CH2:24][CH2:25]O)[CH2:19][CH2:18]1. (2) Given the product [CH3:13][O:12][C:10]([C:7]1[CH:8]=[CH:9][N:4]2[C:3]([I:14])=[CH:2][N:1]=[C:5]2[CH:6]=1)=[O:11], predict the reactants needed to synthesize it. The reactants are: [N:1]1[CH:2]=[CH:3][N:4]2[CH:9]=[CH:8][C:7]([C:10]([O:12][CH3:13])=[O:11])=[CH:6][C:5]=12.[I:14]N1C(=O)CCC1=O.S([O-])([O-])(=O)=S.[Na+].[Na+].C(=O)([O-])[O-].[Na+].[Na+]. (3) Given the product [CH2:1]([O:3][C:4]([C:6]1[C:15](=[S:35])[C:14]2[C:9](=[C:10]([Cl:17])[CH:11]=[CH:12][CH:13]=2)[N:8]([CH2:18][C:19]2[CH:24]=[CH:23][C:22]([I:25])=[CH:21][CH:20]=2)[N:7]=1)=[O:5])[CH3:2], predict the reactants needed to synthesize it. The reactants are: [CH2:1]([O:3][C:4]([C:6]1[C:15](=O)[C:14]2[C:9](=[C:10]([Cl:17])[CH:11]=[CH:12][CH:13]=2)[N:8]([CH2:18][C:19]2[CH:24]=[CH:23][C:22]([I:25])=[CH:21][CH:20]=2)[N:7]=1)=[O:5])[CH3:2].COC1C=CC(P2(SP(C3C=CC(OC)=CC=3)(=S)S2)=[S:35])=CC=1. (4) Given the product [CH2:15]([O:14][C:11]1[CH:12]=[CH:13][C:4]([C:1](=[O:3])[CH2:2][Br:23])=[C:5]2[C:10]=1[NH:9][C:8](=[O:22])[CH:7]=[CH:6]2)[C:16]1[CH:21]=[CH:20][CH:19]=[CH:18][CH:17]=1, predict the reactants needed to synthesize it. The reactants are: [C:1]([C:4]1[CH:13]=[CH:12][C:11]([O:14][CH2:15][C:16]2[CH:21]=[CH:20][CH:19]=[CH:18][CH:17]=2)=[C:10]2[C:5]=1[CH:6]=[CH:7][C:8](=[O:22])[NH:9]2)(=[O:3])[CH3:2].[Br:23]Br. (5) Given the product [NH3:19].[CH3:63][C:60]1([CH3:64])[O:59][C:58]2[CH:65]=[CH:66][C:55]([C@@H:53]([OH:54])[CH2:52][NH:51][CH2:27][CH2:28][CH2:29][CH2:30][CH2:31][CH2:32][O:33][CH2:34][CH2:35][C:36]#[C:37][C:38]3[CH:39]=[C:40]([N:44]4[C:48](=[O:49])[CH2:47][NH:46][C:45]4=[O:50])[CH:41]=[CH:42][CH:43]=3)=[CH:56][C:57]=2[CH2:62][O:61]1, predict the reactants needed to synthesize it. The reactants are: BrCCCCCCOCCC#CC1C=C([N:19]2C(=O)CNC2=O)C=CC=1.I[CH2:27][CH2:28][CH2:29][CH2:30][CH2:31][CH2:32][O:33][CH2:34][CH2:35][C:36]#[C:37][C:38]1[CH:39]=[C:40]([N:44]2[C:48](=[O:49])[CH2:47][NH:46][C:45]2=[O:50])[CH:41]=[CH:42][CH:43]=1.[NH2:51][CH2:52][C@@H:53]([C:55]1[CH:66]=[CH:65][C:58]2[O:59][C:60]([CH3:64])([CH3:63])[O:61][CH2:62][C:57]=2[CH:56]=1)[OH:54]. (6) The reactants are: [NH2:1][C:2]1[N:7]=[CH:6][N:5]=[C:4]2[N:8]([CH:19]([C:21]3[O:22][C:23](=[O:45])[C:24]4[C:29]([C:30]=3[C:31]3[S:32][C:33]([CH:36]5[O:40][C:39]([CH3:42])([CH3:41])[C:38]([CH3:44])([CH3:43])[O:37]5)=[CH:34][CH:35]=3)=[CH:28][CH:27]=[CH:26][CH:25]=4)[CH3:20])[N:9]=[C:10]([C:11]3[CH:16]=[C:15]([OH:17])[CH:14]=[C:13]([F:18])[CH:12]=3)[C:3]=12. Given the product [NH2:1][C:2]1[N:7]=[CH:6][N:5]=[C:4]2[N:8]([CH:19]([C:21]3[O:22][C:23](=[O:45])[C:24]4[C:29]([C:30]=3[C:31]3[S:32][C:33]([CH:36]5[O:37][C:38]([CH3:44])([CH3:43])[C:39]([CH3:42])([CH3:41])[O:40]5)=[CH:34][CH:35]=3)=[CH:28][CH:27]=[CH:26][CH:25]=4)[CH3:20])[N:9]=[C:10]([C:11]3[CH:16]=[C:15]([OH:17])[CH:14]=[C:13]([F:18])[CH:12]=3)[C:3]=12.[NH2:1][C:2]1[N:7]=[CH:6][N:5]=[C:4]2[N:8]([CH:19]([C:21]3[O:22][C:23](=[O:45])[C:24]4[C:29]([C:30]=3[C:31]3[S:32][C:33]([CH:36]=[O:37])=[CH:34][CH:35]=3)=[CH:28][CH:27]=[CH:26][CH:25]=4)[CH3:20])[N:9]=[C:10]([C:11]3[CH:16]=[C:15]([OH:17])[CH:14]=[C:13]([F:18])[CH:12]=3)[C:3]=12, predict the reactants needed to synthesize it. (7) The reactants are: [CH2:1]([O:4][C@H:5]1[CH2:9][N:8]([C:10]([O:12][C:13]([CH3:16])([CH3:15])[CH3:14])=[O:11])[C@@H:7]([C@H:17]2[O:21][C:20]([CH3:23])([CH3:22])[N:19](C(OCC3C=CC=CC=3)=O)[C@H:18]2[CH2:34][C:35]2[CH:40]=[CH:39][CH:38]=[CH:37][CH:36]=2)[CH2:6]1)[CH:2]=[CH2:3]. Given the product [CH2:34]([C@H:18]1[C@@H:17]([C@H:7]2[CH2:6][C@@H:5]([O:4][CH2:1][CH2:2][CH3:3])[CH2:9][N:8]2[C:10]([O:12][C:13]([CH3:16])([CH3:15])[CH3:14])=[O:11])[O:21][C:20]([CH3:22])([CH3:23])[NH:19]1)[C:35]1[CH:40]=[CH:39][CH:38]=[CH:37][CH:36]=1, predict the reactants needed to synthesize it.